From a dataset of Reaction yield outcomes from USPTO patents with 853,638 reactions. Predict the reaction yield, written as a fraction of the theoretical maximum amount of product (1.0 means a 100% yield; for example, 0.34 means a 34% yield). (1) The reactants are [CH3:1][O:2][C:3]([C@@:5]1([NH:10]C(OC(C)(C)C)=O)[CH2:7][C@H:6]1[CH2:8][CH3:9])=[O:4].[ClH:18].O1CCOCC1. The catalyst is C1COCC1. The product is [ClH:18].[CH3:1][O:2][C:3]([C@@:5]1([NH2:10])[CH2:7][C@H:6]1[CH2:8][CH3:9])=[O:4]. The yield is 1.00. (2) The reactants are [Cl:1][C:2]1[CH:7]=[C:6]([C:8]2[CH:13]=[CH:12][C:11]([Cl:14])=[CH:10][CH:9]=2)[CH:5]=[CH:4][C:3]=1[CH2:15][CH:16]=[O:17].CC1(C)N([O])C(C)(C)CCC1.[O-:29]Cl=O.[Na+].[O-]Cl.[Na+]. The catalyst is CC#N.O. The product is [Cl:1][C:2]1[CH:7]=[C:6]([C:8]2[CH:13]=[CH:12][C:11]([Cl:14])=[CH:10][CH:9]=2)[CH:5]=[CH:4][C:3]=1[CH2:15][C:16]([OH:29])=[O:17]. The yield is 0.940.